This data is from Forward reaction prediction with 1.9M reactions from USPTO patents (1976-2016). The task is: Predict the product of the given reaction. (1) Given the reactants [CH3:1][CH2:2][CH:3]([CH2:5][CH:6]([CH2:8][CH2:9][CH2:10][CH2:11][CH2:12][CH2:13][CH2:14][CH2:15][C:16]([NH:18][C@@H:19]1[C:50](=[O:51])[NH:49][C@@H:48]([C@H:52]([OH:54])[CH3:53])[C:46](=[O:47])[N:45]2[C@@H:41]([CH2:42][C@@H:43]([OH:55])[CH2:44]2)[C:39](=[O:40])[NH:38][C@@H:37]([C@H:56]([OH:66])[C@@H:57]([OH:65])[C:58]2[CH:63]=[CH:62][C:61]([OH:64])=[CH:60][CH:59]=2)[C:35](=[O:36])[NH:34][C@@H:33]([C@H:67]([OH:72])[CH2:68][C:69]([NH2:71])=O)[C:31](=[O:32])[N:30]2[C@@H:26]([C@@H:27]([OH:73])[CH2:28][CH2:29]2)[C:24](=[O:25])[NH:23][C@H:22](O)[C@H:21]([OH:75])[CH2:20]1)=[O:17])[CH3:7])[CH3:4].[CH2:76]([NH2:79])[CH2:77][NH2:78].B([O-])([O-])OC1C=CC=CC=1, predict the reaction product. The product is: [CH3:1][CH2:2][CH:3]([CH2:5][CH:6]([CH2:8][CH2:9][CH2:10][CH2:11][CH2:12][CH2:13][CH2:14][CH2:15][C:16]([NH:18][C@@H:19]1[C:50](=[O:51])[NH:49][C@@H:48]([C@H:52]([OH:54])[CH3:53])[C:46](=[O:47])[N:45]2[C@@H:41]([CH2:42][C@@H:43]([OH:55])[CH2:44]2)[C:39](=[O:40])[NH:38][C@@H:37]([C@H:56]([OH:66])[C@@H:57]([OH:65])[C:58]2[CH:63]=[CH:62][C:61]([OH:64])=[CH:60][CH:59]=2)[C:35](=[O:36])[NH:34][C@@H:33]([C@H:67]([OH:72])[CH2:68][CH2:69][NH2:71])[C:31](=[O:32])[N:30]2[C@@H:26]([C@@H:27]([OH:73])[CH2:28][CH2:29]2)[C:24](=[O:25])[NH:23][C@H:22]([NH:78][CH2:77][CH2:76][NH2:79])[C@H:21]([OH:75])[CH2:20]1)=[O:17])[CH3:7])[CH3:4]. (2) Given the reactants [C:1]([O:5][C:6]([N:8]([CH3:21])[C:9]1[CH:10]=[C:11]([CH:18]=[CH:19][CH:20]=1)[O:12][CH2:13][C:14]([O:16]C)=[O:15])=[O:7])([CH3:4])([CH3:3])[CH3:2].[Li+].[OH-], predict the reaction product. The product is: [C:1]([O:5][C:6]([N:8]([CH3:21])[C:9]1[CH:10]=[C:11]([CH:18]=[CH:19][CH:20]=1)[O:12][CH2:13][C:14]([OH:16])=[O:15])=[O:7])([CH3:4])([CH3:3])[CH3:2]. (3) Given the reactants C[O:2][C:3]1[CH:8]=[CH:7][C:6]([C:9]2[C:22]3[CH:21]=[CH:20][C:19]4[CH:23]=[CH:24][CH:25]=[CH:26][C:18]=4[C:17]=3[N:16]=[C:15]3[C:10]=2[CH:11]=[CH:12][C:13]2[CH:30]=[CH:29][CH:28]=[CH:27][C:14]=23)=[CH:5][CH:4]=1.Cl.[NH+]1C=CC=CC=1.O, predict the reaction product. The product is: [CH:27]1[C:14]2[C:15]3[N:16]=[C:17]4[C:22]([CH:21]=[CH:20][C:19]5[CH:23]=[CH:24][CH:25]=[CH:26][C:18]=54)=[C:9]([C:6]4[CH:5]=[CH:4][C:3]([OH:2])=[CH:8][CH:7]=4)[C:10]=3[CH:11]=[CH:12][C:13]=2[CH:30]=[CH:29][CH:28]=1. (4) Given the reactants [Cl:1][C:2]1[S:6][C:5]([S:7]([N:10]([S:29]([C:32]2[S:33][C:34]([Cl:37])=[CH:35][CH:36]=2)(=[O:31])=[O:30])[C:11]2[C:19]3[C:14](=[CH:15][CH:16]=[CH:17][C:18]=3[C:20]#[N:21])[N:13](C(OC(C)(C)C)=O)[N:12]=2)(=[O:9])=[O:8])=[CH:4][CH:3]=1.C1CCCCC1.C(OCC)(=O)C, predict the reaction product. The product is: [Cl:37][C:34]1[S:33][C:32]([S:29]([N:10]([S:7]([C:5]2[S:6][C:2]([Cl:1])=[CH:3][CH:4]=2)(=[O:8])=[O:9])[C:11]2[C:19]3[C:14](=[CH:15][CH:16]=[CH:17][C:18]=3[C:20]#[N:21])[NH:13][N:12]=2)(=[O:30])=[O:31])=[CH:36][CH:35]=1. (5) The product is: [C:34]([O:33][C:32]([N:31]([CH2:39][C@@H:40]1[C@@H:44]([C:45]2[CH:46]=[CH:47][CH:48]=[CH:49][CH:50]=2)[CH2:43][N:42]([CH2:8][C:9]2[CH:18]=[CH:17][C:12]([C:13]([O:15][CH3:16])=[O:14])=[CH:11][CH:10]=2)[CH2:41]1)[C@@H:29]([C:19]1[C:28]2[C:23](=[CH:24][CH:25]=[CH:26][CH:27]=2)[CH:22]=[CH:21][CH:20]=1)[CH3:30])=[O:38])([CH3:35])([CH3:36])[CH3:37]. Given the reactants C(=O)([O-])[O-].[K+].[K+].Br[CH2:8][C:9]1[CH:18]=[CH:17][C:12]([C:13]([O:15][CH3:16])=[O:14])=[CH:11][CH:10]=1.[C:19]1([C@H:29]([N:31]([CH2:39][C@@H:40]2[C@@H:44]([C:45]3[CH:50]=[CH:49][CH:48]=[CH:47][CH:46]=3)[CH2:43][NH:42][CH2:41]2)[C:32](=[O:38])[O:33][C:34]([CH3:37])([CH3:36])[CH3:35])[CH3:30])[C:28]2[C:23](=[CH:24][CH:25]=[CH:26][CH:27]=2)[CH:22]=[CH:21][CH:20]=1, predict the reaction product. (6) Given the reactants [F:1][C:2]1[CH:3]=[C:4]([NH:10][S:11]([C:14]2[CH:19]=[CH:18][C:17]([O:20][CH3:21])=[CH:16][CH:15]=2)(=[O:13])=[O:12])[CH:5]=[CH:6][C:7]=1[O:8][CH3:9].Br[CH2:23][CH2:24][CH3:25], predict the reaction product. The product is: [F:1][C:2]1[CH:3]=[C:4]([N:10]([CH2:23][CH2:24][CH3:25])[S:11]([C:14]2[CH:19]=[CH:18][C:17]([O:20][CH3:21])=[CH:16][CH:15]=2)(=[O:12])=[O:13])[CH:5]=[CH:6][C:7]=1[O:8][CH3:9].